This data is from Full USPTO retrosynthesis dataset with 1.9M reactions from patents (1976-2016). The task is: Predict the reactants needed to synthesize the given product. (1) The reactants are: [OH:1][N:2]1[CH:6]=[CH:5][C:4]([C:7]2[CH:12]=[CH:11][CH:10]=[CH:9][C:8]=2[F:13])=[N:3]1.[CH3:14][N:15]([C:19]1[CH:24]=[CH:23][CH:22]=[CH:21][CH:20]=1)[C:16](Cl)=[O:17]. Given the product [F:13][C:8]1[CH:9]=[CH:10][CH:11]=[CH:12][C:7]=1[C:4]1[CH:5]=[CH:6][N:2]([O:1][C:16](=[O:17])[N:15]([CH3:14])[C:19]2[CH:24]=[CH:23][CH:22]=[CH:21][CH:20]=2)[N:3]=1, predict the reactants needed to synthesize it. (2) Given the product [N:1]1([C:6]2[CH:34]=[CH:33][C:9]([CH2:10][C:11]3[CH:19]=[C:18]4[C:14]([CH2:15][NH:16][C:17]4=[O:20])=[CH:13][C:12]=3[CH3:32])=[CH:8][CH:7]=2)[CH:5]=[CH:4][CH:3]=[N:2]1, predict the reactants needed to synthesize it. The reactants are: [N:1]1([C:6]2[CH:34]=[CH:33][C:9]([CH2:10][C:11]3[CH:19]=[C:18]4[C:14]([CH2:15][N:16](CC5C=CC(OC)=CC=5OC)[C:17]4=[O:20])=[CH:13][C:12]=3[CH3:32])=[CH:8][CH:7]=2)[CH:5]=[CH:4][CH:3]=[N:2]1.C1(OC)C=CC=CC=1. (3) Given the product [Br:1][C:2]1[CH:7]=[CH:6][C:5]([C:8](=[O:13])[CH2:9][CH2:10][CH2:11][N:14]2[CH2:19][CH2:18][CH:17]([C:20]3[CH:21]=[C:22]([NH:26][C:27]([CH:29]4[CH2:30][CH2:31]4)=[O:28])[CH:23]=[CH:24][CH:25]=3)[CH2:16][CH2:15]2)=[CH:4][CH:3]=1, predict the reactants needed to synthesize it. The reactants are: [Br:1][C:2]1[CH:7]=[CH:6][C:5]([C:8](=[O:13])[CH2:9][CH2:10][CH2:11]Cl)=[CH:4][CH:3]=1.[NH:14]1[CH2:19][CH2:18][CH:17]([C:20]2[CH:21]=[C:22]([NH:26][C:27]([CH:29]3[CH2:31][CH2:30]3)=[O:28])[CH:23]=[CH:24][CH:25]=2)[CH2:16][CH2:15]1. (4) Given the product [ClH:4].[Cl:5][C:6]1[CH:7]=[CH:8][C:9]([O:14][C:15]([CH3:33])([C:17]2[N:21]([CH3:22])[C:20]([C:23]3[CH:28]=[CH:27][CH:26]=[CH:25][C:24]=3[C:29]([F:31])([F:30])[F:32])=[N:19][N:18]=2)[CH3:16])=[C:10]([CH:11]=1)[CH2:12][NH:13][C:1](=[O:3])[CH3:2], predict the reactants needed to synthesize it. The reactants are: [C:1]([Cl:4])(=[O:3])[CH3:2].[Cl:5][C:6]1[CH:7]=[CH:8][C:9]([O:14][C:15]([CH3:33])([C:17]2[N:21]([CH3:22])[C:20]([C:23]3[CH:28]=[CH:27][CH:26]=[CH:25][C:24]=3[C:29]([F:32])([F:31])[F:30])=[N:19][N:18]=2)[CH3:16])=[C:10]([CH2:12][NH2:13])[CH:11]=1.C(N(CC)CC)C.C(=O)(O)[O-].[Na+]. (5) Given the product [N:1]([CH2:4][C@H:5]1[CH2:10][CH2:9][CH2:8][CH2:7][C@@H:6]1[NH2:11])=[N+:2]=[N-:3], predict the reactants needed to synthesize it. The reactants are: [N:1]([CH2:4][C@H:5]1[CH2:10][CH2:9][CH2:8][CH2:7][C@@H:6]1[NH:11]C(=O)OC(C)(C)C)=[N+:2]=[N-:3].Cl. (6) The reactants are: [CH3:1][O:2][C:3]1[CH:4]=[C:5]([NH:11][C:12]([C:14]2[C:19]([F:20])=[CH:18][CH:17]=[CH:16][C:15]=2[F:21])=[S:13])[CH:6]=[C:7]([O:9][CH3:10])[CH:8]=1. Given the product [F:21][C:15]1[CH:16]=[CH:17][CH:18]=[C:19]([F:20])[C:14]=1[C:12]1[S:13][C:4]2[C:3]([O:2][CH3:1])=[CH:8][C:7]([O:9][CH3:10])=[CH:6][C:5]=2[N:11]=1, predict the reactants needed to synthesize it. (7) The reactants are: [C:1]([O:5][C:6](=[O:20])[NH:7][C:8]1[S:9][C:10]2[CH:16]=[C:15]([CH2:17]Br)[CH:14]=[C:13]([Br:19])[C:11]=2[N:12]=1)([CH3:4])([CH3:3])[CH3:2].[NH:21]1[CH:25]=[CH:24][CH:23]=[N:22]1. Given the product [C:1]([O:5][C:6](=[O:20])[NH:7][C:8]1[S:9][C:10]2[CH:16]=[C:15]([CH2:17][N:21]3[CH:25]=[CH:24][CH:23]=[N:22]3)[CH:14]=[C:13]([Br:19])[C:11]=2[N:12]=1)([CH3:4])([CH3:3])[CH3:2], predict the reactants needed to synthesize it. (8) Given the product [CH3:11][O:10][C:7]1[CH:8]=[CH:9][C:4](/[C:2](/[CH3:1])=[C:17](\[CH3:18])/[C:15]([O:14][CH2:13][CH3:12])=[O:16])=[CH:5][CH:6]=1, predict the reactants needed to synthesize it. The reactants are: [CH3:1][C:2]([C:4]1[CH:9]=[CH:8][C:7]([O:10][CH3:11])=[CH:6][CH:5]=1)=O.[CH3:12][CH2:13][O:14][C:15]([CH:17](P(OCC)(OCC)=O)[CH3:18])=[O:16].C([Li])CCC.